Dataset: Catalyst prediction with 721,799 reactions and 888 catalyst types from USPTO. Task: Predict which catalyst facilitates the given reaction. (1) Reactant: Cl[C:2]1[C:3]2[C:4](=[CH:13][N:14](CC3C=CC(OC)=CC=3)[N:15]=2)[N:5]=[C:6]([C:8]2[CH:12]=[CH:11][S:10][CH:9]=2)[N:7]=1.[CH3:25][N:26]1[CH2:31][CH2:30][N:29]([C:32]2[CH:38]=[CH:37][C:35]([NH2:36])=[CH:34][CH:33]=2)[CH2:28][CH2:27]1.Cl. Product: [CH3:25][N:26]1[CH2:27][CH2:28][N:29]([C:32]2[CH:38]=[CH:37][C:35]([NH:36][C:2]3[C:3]4[NH:15][N:14]=[CH:13][C:4]=4[N:5]=[C:6]([C:8]4[CH:12]=[CH:11][S:10][CH:9]=4)[N:7]=3)=[CH:34][CH:33]=2)[CH2:30][CH2:31]1. The catalyst class is: 71. (2) The catalyst class is: 120. Product: [C:11]([C:12]1[CH:18]=[CH:17][CH:16]=[CH:15][C:13]=1[NH:14][C:8]([C:6]1[CH:5]=[CH:4][CH:3]=[C:2]([CH3:1])[N:7]=1)=[O:9])(=[O:19])[NH2:20]. Reactant: [CH3:1][C:2]1[N:7]=[C:6]([C:8](Cl)=[O:9])[CH:5]=[CH:4][CH:3]=1.[C:11]([NH2:20])(=[O:19])[C:12]1[C:13](=[CH:15][CH:16]=[CH:17][CH:18]=1)[NH2:14].C(N(CC)CC)C. (3) Reactant: [Cl:1][C:2]1[CH:3]=[C:4]([C:23]2[CH:28]=[CH:27][C:26]([C:29]([N:31]3[CH2:36][CH2:35][CH:34]([C:37]([F:40])([F:39])[F:38])[CH2:33][CH2:32]3)=[O:30])=[CH:25][CH:24]=2)[CH:5]=[C:6]([Cl:22])[C:7]=1[CH2:8][N:9]1[CH2:13][CH2:12][CH:11]([N:14]2[CH2:19][CH2:18][CH:17](O)[CH2:16][CH2:15]2)[C:10]1=[O:21].C(N(S(F)(F)[F:47])CC)C. Product: [Cl:22][C:6]1[CH:5]=[C:4]([C:23]2[CH:28]=[CH:27][C:26]([C:29]([N:31]3[CH2:32][CH2:33][CH:34]([C:37]([F:38])([F:39])[F:40])[CH2:35][CH2:36]3)=[O:30])=[CH:25][CH:24]=2)[CH:3]=[C:2]([Cl:1])[C:7]=1[CH2:8][N:9]1[CH2:13][CH2:12][CH:11]([N:14]2[CH2:15][CH2:16][CH:17]([F:47])[CH2:18][CH2:19]2)[C:10]1=[O:21]. The catalyst class is: 124. (4) Reactant: C(OC([N:8]1[CH2:13][CH:12]2[CH2:14][CH:9]1[CH2:10][N:11]2[CH2:15][CH2:16][O:17]C1CCCCO1)=O)(C)(C)C.[ClH:24]. Product: [ClH:24].[ClH:24].[C@H:12]12[CH2:14][C@H:9]([NH:8][CH2:13]1)[CH2:10][N:11]2[CH2:15][CH2:16][OH:17]. The catalyst class is: 8. (5) Reactant: [NH2:1][C:2]1[CH:7]=[CH:6][C:5]([S:8][C:9]2[CH:14]=[CH:13][C:12]([OH:15])=[CH:11][CH:10]=2)=[C:4]([N+:16]([O-:18])=[O:17])[CH:3]=1.[CH:19](=O)[C:20]1[CH:25]=[CH:24][CH:23]=[CH:22][CH:21]=1.C([BH3-])#N.[Na+].C(O)(=O)C. Product: [CH2:19]([NH:1][C:2]1[CH:7]=[CH:6][C:5]([S:8][C:9]2[CH:10]=[CH:11][C:12]([OH:15])=[CH:13][CH:14]=2)=[C:4]([N+:16]([O-:18])=[O:17])[CH:3]=1)[C:20]1[CH:25]=[CH:24][CH:23]=[CH:22][CH:21]=1. The catalyst class is: 5. (6) Reactant: S(=O)(=O)(O)O.[Br:6][C:7]1[CH:8]=[CH:9][C:10]([O:25][CH:26]([F:28])[F:27])=[C:11]([CH:13]2[C:15]3([C:19](=[O:20])[C:18]([CH3:22])([CH3:21])[O:17][C:16]3([CH3:24])[CH3:23])[O:14]2)[CH:12]=1. Product: [Br:6][C:7]1[CH:8]=[CH:9][C:10]([O:25][CH:26]([F:27])[F:28])=[C:11]([CH:13]2[C:19](=[O:20])[C:18]([CH3:22])([CH3:21])[O:17][C:16]([CH3:24])([CH3:23])[C:15]2=[O:14])[CH:12]=1. The catalyst class is: 26. (7) Reactant: C[Mg+].[Br-].[CH3:4]COCC.[F:9][C:10]1[C:11]([CH3:25])=[CH:12][C:13]([N:16]2[C:24]3[CH:23]=[CH:22][N:21]=[CH:20][C:19]=3[N:18]=[N:17]2)=[N:14][CH:15]=1.Cl[C:27]([O:29][C:30]1[CH:35]=[CH:34][CH:33]=[CH:32][CH:31]=1)=[O:28]. Product: [F:9][C:10]1[C:11]([CH3:25])=[CH:12][C:13]([N:16]2[C:24]3[CH:23]=[CH:22][N:21]([C:27]([O:29][C:30]4[CH:35]=[CH:34][CH:33]=[CH:32][CH:31]=4)=[O:28])[CH:20]([CH3:4])[C:19]=3[N:18]=[N:17]2)=[N:14][CH:15]=1. The catalyst class is: 1. (8) Reactant: [CH3:1][C:2]1[N:3]=[C:4]([C:9]2[CH:10]=[N:11][C:12]([C:15]([F:18])([F:17])[F:16])=[CH:13][CH:14]=2)[S:5][C:6]=1[CH2:7][OH:8].[Cl:19][C:20]1[CH:27]=[C:26](O)[CH:25]=[CH:24][C:21]=1[C:22]#[N:23].C1(P(C2C=CC=CC=2)C2C=CC=CC=2)C=CC=CC=1.CCOC(/N=N/C(OCC)=O)=O.OO. Product: [Cl:19][C:20]1[CH:27]=[C:26]([O:8][CH2:7][C:6]2[S:5][C:4]([C:9]3[CH:10]=[N:11][C:12]([C:15]([F:18])([F:16])[F:17])=[CH:13][CH:14]=3)=[N:3][C:2]=2[CH3:1])[CH:25]=[CH:24][C:21]=1[C:22]#[N:23]. The catalyst class is: 305. (9) Reactant: [Cl:1][C:2]1[N:7]=[C:6]([C:8]2[N:9]([C:17]([O:19][C:20]([CH3:23])([CH3:22])[CH3:21])=[O:18])[C:10]3[C:15]([CH:16]=2)=[CH:14][CH:13]=[CH:12][CH:11]=3)[CH:5]=[C:4](Cl)[N:3]=1.[F:25][C:26]1[CH:31]=[CH:30][C:29]([C:32]2[O:33][C:34]3[CH:44]=[C:43]([N:45]([CH3:50])[S:46]([CH3:49])(=[O:48])=[O:47])[C:42](B4OC(C)(C)C(C)(C)O4)=[CH:41][C:35]=3[C:36]=2[C:37]([NH:39][CH3:40])=[O:38])=[CH:28][CH:27]=1.O. Product: [Cl:1][C:2]1[N:7]=[C:6]([C:8]2[N:9]([C:17]([O:19][C:20]([CH3:23])([CH3:21])[CH3:22])=[O:18])[C:10]3[C:15]([CH:16]=2)=[CH:14][CH:13]=[CH:12][CH:11]=3)[CH:5]=[C:4]([C:42]2[C:43]([N:45]([CH3:50])[S:46]([CH3:49])(=[O:48])=[O:47])=[CH:44][C:34]3[O:33][C:32]([C:29]4[CH:30]=[CH:31][C:26]([F:25])=[CH:27][CH:28]=4)=[C:36]([C:37](=[O:38])[NH:39][CH3:40])[C:35]=3[CH:41]=2)[N:3]=1. The catalyst class is: 151. (10) Reactant: C(N(CC)CC)C.[Cl:8][C:9]1[CH:10]=[C:11]2[C:15](=[CH:16][CH:17]=1)[NH:14][C:13]([C:18]([NH:20][NH2:21])=[O:19])=[CH:12]2.Cl[C:23]([O:25][C:26]1[CH:31]=[CH:30][C:29]([Cl:32])=[CH:28][CH:27]=1)=[O:24]. Product: [Cl:32][C:29]1[CH:30]=[CH:31][C:26]([O:25][C:23]([NH:21][NH:20][C:18]([C:13]2[NH:14][C:15]3[C:11]([CH:12]=2)=[CH:10][C:9]([Cl:8])=[CH:17][CH:16]=3)=[O:19])=[O:24])=[CH:27][CH:28]=1. The catalyst class is: 2.